Task: Predict the product of the given reaction.. Dataset: Forward reaction prediction with 1.9M reactions from USPTO patents (1976-2016) (1) Given the reactants C(OC(=O)[NH:7][C:8]1[CH:13]=[C:12]([CH3:14])[C:11]([C:15]([F:18])([F:17])[F:16])=[CH:10][C:9]=1[NH2:19])(C)(C)C.C(O[C:26](=[O:42])[CH2:27][C:28]([C:30]1[CH:35]=[CH:34][N:33]=[C:32]([C:36]2[CH:41]=[CH:40][N:39]=[CH:38][CH:37]=2)[CH:31]=1)=O)(C)(C)C, predict the reaction product. The product is: [N:33]1[CH:34]=[CH:35][C:30]([C:28]2[CH2:27][C:26](=[O:42])[NH:19][C:9]3[CH:10]=[C:11]([C:15]([F:16])([F:17])[F:18])[C:12]([CH3:14])=[CH:13][C:8]=3[N:7]=2)=[CH:31][C:32]=1[C:36]1[CH:37]=[CH:38][N:39]=[CH:40][CH:41]=1. (2) Given the reactants Br[C:2]1[C:10]2[C:9]([NH:11][C@H:12]([C:14]3[N:19]([C:20]4[CH:25]=[CH:24][CH:23]=[CH:22][CH:21]=4)[C:18](=[O:26])[C:17]4=[C:27]([CH3:30])[CH:28]=[CH:29][N:16]4[N:15]=3)[CH3:13])=[N:8][CH:7]=[N:6][C:5]=2[N:4]([CH2:31][O:32][CH2:33][CH2:34][Si:35]([CH3:38])([CH3:37])[CH3:36])[CH:3]=1.[Si:39]([O:46][CH2:47][CH2:48][CH2:49][N:50]1[CH:54]=[C:53](B2OC(C)(C)C(C)(C)O2)[CH:52]=[N:51]1)([C:42]([CH3:45])([CH3:44])[CH3:43])([CH3:41])[CH3:40].C(=O)([O-])[O-].[Na+].[Na+].C(=O)([O-])[O-].[K+].[K+], predict the reaction product. The product is: [Si:39]([O:46][CH2:47][CH2:48][CH2:49][N:50]1[CH:54]=[C:53]([C:2]2[C:10]3[C:9]([NH:11][C@H:12]([C:14]4[N:19]([C:20]5[CH:25]=[CH:24][CH:23]=[CH:22][CH:21]=5)[C:18](=[O:26])[C:17]5=[C:27]([CH3:30])[CH:28]=[CH:29][N:16]5[N:15]=4)[CH3:13])=[N:8][CH:7]=[N:6][C:5]=3[N:4]([CH2:31][O:32][CH2:33][CH2:34][Si:35]([CH3:38])([CH3:37])[CH3:36])[CH:3]=2)[CH:52]=[N:51]1)([C:42]([CH3:45])([CH3:43])[CH3:44])([CH3:40])[CH3:41]. (3) The product is: [Cl:17][C:18]1[CH:19]=[C:20]([CH2:24][CH2:25][N:26]([CH2:34][CH2:35][S:36][CH2:37][CH2:38][CH2:39][NH:2][CH2:3][C@H:4]([OH:5])[C:6]2[C:14]3[S:13][C:12](=[O:15])[NH:11][C:10]=3[C:9]([OH:16])=[CH:8][CH:7]=2)[C:27](=[O:33])[O:28][C:29]([CH3:30])([CH3:31])[CH3:32])[CH:21]=[CH:22][CH:23]=1. Given the reactants Cl.[NH2:2][CH2:3][C@@H:4]([C:6]1[C:14]2[S:13][C:12](=[O:15])[NH:11][C:10]=2[C:9]([OH:16])=[CH:8][CH:7]=1)[OH:5].[Cl:17][C:18]1[CH:19]=[C:20]([CH2:24][CH2:25][N:26]([CH2:34][CH2:35][S:36][CH2:37][CH2:38][CH:39]=O)[C:27](=[O:33])[O:28][C:29]([CH3:32])([CH3:31])[CH3:30])[CH:21]=[CH:22][CH:23]=1, predict the reaction product. (4) Given the reactants [CH3:1][O:2][C@H:3]1[CH2:20][C@@:19]2([CH3:21])[C@@H:6]([CH2:7][CH2:8][C@@H:9]3[C@@H:18]2[CH2:17][CH2:16][C@@:14]2([CH3:15])[C@H:10]3[CH2:11][CH2:12][C:13]2=[CH2:22])[CH2:5][C@@H:4]1[O:23][CH2:24][O:25][CH3:26].B1C2CCCC1CCC2.[OH:36]O.[OH-].[Na+], predict the reaction product. The product is: [CH3:1][O:2][C@H:3]1[CH2:20][C@@:19]2([CH3:21])[C@@H:6]([CH2:7][CH2:8][C@@H:9]3[C@@H:18]2[CH2:17][CH2:16][C@@:14]2([CH3:15])[C@H:10]3[CH2:11][CH2:12][C@@H:13]2[CH2:22][OH:36])[CH2:5][C@@H:4]1[O:23][CH2:24][O:25][CH3:26]. (5) Given the reactants [I:1][C:2]1[CH:7]=[CH:6][N:5]=[C:4]2[NH:8][N:9]=[C:10]([C:11]([F:14])([F:13])[F:12])[C:3]=12.C(=O)([O-])[O-].[Cs+].[Cs+].Cl[C:22]1[CH:29]=[CH:28][C:25]([C:26]#[N:27])=[CH:24][C:23]=1[N+:30]([O-:32])=[O:31].[Cl-].[NH4+], predict the reaction product. The product is: [I:1][C:2]1[CH:7]=[CH:6][N:5]=[C:4]2[N:8]([C:24]3[C:23]([N+:30]([O-:32])=[O:31])=[CH:22][CH:29]=[CH:28][C:25]=3[C:26]#[N:27])[N:9]=[C:10]([C:11]([F:14])([F:12])[F:13])[C:3]=12.